Dataset: CYP3A4 inhibition data for predicting drug metabolism from PubChem BioAssay. Task: Regression/Classification. Given a drug SMILES string, predict its absorption, distribution, metabolism, or excretion properties. Task type varies by dataset: regression for continuous measurements (e.g., permeability, clearance, half-life) or binary classification for categorical outcomes (e.g., BBB penetration, CYP inhibition). Dataset: cyp3a4_veith. (1) The drug is COC(=O)c1[nH]c2ccc(Br)cc2c1NC(=O)Oc1ccccc1. The result is 0 (non-inhibitor). (2) The drug is COc1ccc(-c2nc3cnc(N4CCNCC4)nc3n(Cc3cccc(OC)c3)c2=O)cc1. The result is 1 (inhibitor).